Dataset: Forward reaction prediction with 1.9M reactions from USPTO patents (1976-2016). Task: Predict the product of the given reaction. (1) Given the reactants [OH:1][CH2:2][C@H:3]1[C@H:7]([C:8]2[C:9]([O:30]C)=[CH:10][C:11]([O:28]C)=[C:12]3[C:17]=2[O:16][C:15]([C:18]2[CH:25]=[CH:24][C:21]([C:22]#[N:23])=[CH:20][C:19]=2[CH3:26])=[CH:14][C:13]3=[O:27])[CH2:6][CH2:5][N:4]1[CH3:32].Cl.N1C=CC=CC=1, predict the reaction product. The product is: [OH:28][C:11]1[CH:10]=[C:9]([OH:30])[C:8]([C@@H:7]2[CH2:6][CH2:5][N:4]([CH3:32])[C@H:3]2[CH2:2][OH:1])=[C:17]2[C:12]=1[C:13](=[O:27])[CH:14]=[C:15]([C:18]1[CH:25]=[CH:24][C:21]([C:22]#[N:23])=[CH:20][C:19]=1[CH3:26])[O:16]2. (2) Given the reactants [NH:1]1[CH2:6][CH2:5][CH2:4][C@H:3]([C:7]([O:9][CH2:10][CH3:11])=[O:8])[CH2:2]1.[C:12](O[C:12]([O:14][C:15]([CH3:18])([CH3:17])[CH3:16])=[O:13])([O:14][C:15]([CH3:18])([CH3:17])[CH3:16])=[O:13], predict the reaction product. The product is: [N:1]1([C:12]([O:14][C:15]([CH3:18])([CH3:17])[CH3:16])=[O:13])[CH2:6][CH2:5][CH2:4][C@H:3]([C:7]([O:9][CH2:10][CH3:11])=[O:8])[CH2:2]1. (3) Given the reactants C([O:3][C:4](=[O:37])[C:5]([O:8][C:9]1[CH:14]=[CH:13][C:12]([O:15][CH2:16][C:17]2[N:18]([CH:33]([F:35])[F:34])[N:19]=[C:20]([C:22]3[CH:27]=[CH:26][C:25]([O:28][C:29]([F:32])([F:31])[F:30])=[CH:24][CH:23]=3)[CH:21]=2)=[CH:11][C:10]=1[CH3:36])([CH3:7])[CH3:6])C.[Li+].[OH-], predict the reaction product. The product is: [F:35][CH:33]([F:34])[N:18]1[C:17]([CH2:16][O:15][C:12]2[CH:13]=[CH:14][C:9]([O:8][C:5]([CH3:7])([CH3:6])[C:4]([OH:37])=[O:3])=[C:10]([CH3:36])[CH:11]=2)=[CH:21][C:20]([C:22]2[CH:27]=[CH:26][C:25]([O:28][C:29]([F:31])([F:30])[F:32])=[CH:24][CH:23]=2)=[N:19]1. (4) Given the reactants [CH3:1][C:2]1[C:6]([C:7]2[CH:8]=[CH:9][C:10](=[O:13])[NH:11][CH:12]=2)=[C:5]([CH3:14])[O:4][N:3]=1.CCN(CC)CC.[F:22][C:23]1[CH:31]=[CH:30][C:26]([C:27](Cl)=[O:28])=[CH:25][CH:24]=1, predict the reaction product. The product is: [CH3:1][C:2]1[C:6]([C:7]2[CH:8]=[CH:9][C:10](=[O:13])[N:11]([C:27](=[O:28])[C:26]3[CH:30]=[CH:31][C:23]([F:22])=[CH:24][CH:25]=3)[CH:12]=2)=[C:5]([CH3:14])[O:4][N:3]=1. (5) The product is: [OH:6][CH2:5][C:4]1[CH:3]=[C:2]([OH:1])[CH:9]=[CH:8][CH:7]=1. Given the reactants [OH:1][C:2]1[CH:3]=[C:4]([CH:7]=[CH:8][CH:9]=1)[CH:5]=[O:6].[BH4-].[Na+], predict the reaction product. (6) Given the reactants C(N(CC)CC)C.Cl.[CH3:9][O:10][C:11]1[CH:12]=[C:13]2[C:18](=[CH:19][CH:20]=1)[CH2:17][NH:16][CH2:15][CH:14]2[CH2:21][CH2:22][NH:23][C:24](=[O:26])[CH3:25].[CH:27]([C:29]1[CH:30]=[C:31](B(O)O)[CH:32]=[CH:33][CH:34]=1)=[O:28], predict the reaction product. The product is: [CH:27]([C:29]1[CH:34]=[C:33]([N:16]2[CH2:15][CH:14]([CH2:21][CH2:22][NH:23][C:24](=[O:26])[CH3:25])[C:13]3[C:18](=[CH:19][CH:20]=[C:11]([O:10][CH3:9])[CH:12]=3)[CH2:17]2)[CH:32]=[CH:31][CH:30]=1)=[O:28]. (7) Given the reactants [NH2:1][C:2]1[N:3]=[C:4](Cl)[C:5]2[C:10]([CH3:11])=[CH:9][N:8]([C@@H:12]3[O:18][C@H:17]([CH2:19][OH:20])[C@@H:15]([OH:16])[C@@H:13]3[OH:14])[C:6]=2[N:7]=1.[OH-:22].[Na+].Cl, predict the reaction product. The product is: [NH2:1][C:2]1[NH:3][C:4](=[O:22])[C:5]2[C:10]([CH3:11])=[CH:9][N:8]([C@@H:12]3[O:18][C@H:17]([CH2:19][OH:20])[C@@H:15]([OH:16])[C@@H:13]3[OH:14])[C:6]=2[N:7]=1. (8) Given the reactants [NH2:1][CH2:2][C:3]([OH:5])=[O:4].N12CCCN=C1CCCCC2.[NH2:17][C:18]1[N:39]=[C:38](Cl)[CH:37]=[CH:36][C:19]=1[C:20]([NH:22][CH2:23][C:24]1[S:25][C:26]([O:29][C:30]2[CH:35]=[CH:34][CH:33]=[CH:32][CH:31]=2)=[CH:27][CH:28]=1)=[O:21].C1C=CC(CC(NCN[C@H](C(O)=O)CC2C=CC([N+]([O-])=O)=CC=2)=O)=CC=1, predict the reaction product. The product is: [NH2:17][C:18]1[N:39]=[C:38]([NH:1][CH2:2][C:3]([OH:5])=[O:4])[CH:37]=[CH:36][C:19]=1[C:20](=[O:21])[NH:22][CH2:23][C:24]1[S:25][C:26]([O:29][C:30]2[CH:31]=[CH:32][CH:33]=[CH:34][CH:35]=2)=[CH:27][CH:28]=1.